From a dataset of NCI-60 drug combinations with 297,098 pairs across 59 cell lines. Regression. Given two drug SMILES strings and cell line genomic features, predict the synergy score measuring deviation from expected non-interaction effect. (1) Cell line: NCIH23. Drug 2: CN(CC1=CN=C2C(=N1)C(=NC(=N2)N)N)C3=CC=C(C=C3)C(=O)NC(CCC(=O)O)C(=O)O. Drug 1: CC12CCC3C(C1CCC2=O)CC(=C)C4=CC(=O)C=CC34C. Synergy scores: CSS=56.2, Synergy_ZIP=-0.524, Synergy_Bliss=-0.244, Synergy_Loewe=-4.23, Synergy_HSA=0.878. (2) Drug 1: CC1C(C(=O)NC(C(=O)N2CCCC2C(=O)N(CC(=O)N(C(C(=O)O1)C(C)C)C)C)C(C)C)NC(=O)C3=C4C(=C(C=C3)C)OC5=C(C(=O)C(=C(C5=N4)C(=O)NC6C(OC(=O)C(N(C(=O)CN(C(=O)C7CCCN7C(=O)C(NC6=O)C(C)C)C)C)C(C)C)C)N)C. Drug 2: CC1C(C(CC(O1)OC2CC(OC(C2O)C)OC3=CC4=CC5=C(C(=O)C(C(C5)C(C(=O)C(C(C)O)O)OC)OC6CC(C(C(O6)C)O)OC7CC(C(C(O7)C)O)OC8CC(C(C(O8)C)O)(C)O)C(=C4C(=C3C)O)O)O)O. Cell line: M14. Synergy scores: CSS=14.6, Synergy_ZIP=-1.61, Synergy_Bliss=-3.29, Synergy_Loewe=-10.7, Synergy_HSA=-5.66.